Dataset: Forward reaction prediction with 1.9M reactions from USPTO patents (1976-2016). Task: Predict the product of the given reaction. (1) Given the reactants [Cl:1][C:2]1[CH:3]=[C:4]([C:8]2[N:13]=[C:12]3[CH2:14][CH2:15][CH2:16][C:11]3=[C:10]([NH:17][C:18]3[CH:23]=[CH:22][C:21]([CH2:24][C:25]([O:27]CC)=O)=[C:20]([F:30])[CH:19]=3)[CH:9]=2)[CH:5]=[CH:6][CH:7]=1.[NH3:31].[Al], predict the reaction product. The product is: [ClH:1].[Cl:1][C:2]1[CH:3]=[C:4]([C:8]2[N:13]=[C:12]3[CH2:14][CH2:15][CH2:16][C:11]3=[C:10]([NH:17][C:18]3[CH:23]=[CH:22][C:21]([CH2:24][C:25]([NH2:31])=[O:27])=[C:20]([F:30])[CH:19]=3)[CH:9]=2)[CH:5]=[CH:6][CH:7]=1. (2) Given the reactants [Mn]([O-])(=O)(=O)=O.[K+].[CH:7]1([O:12][C:13]2[C:18]([O:19][CH:20]([F:22])[F:21])=[CH:17][N:16]=[C:15]([CH2:23][OH:24])[CH:14]=2)[CH2:11][CH2:10][CH2:9][CH2:8]1.[OH-].[K+].C([OH:30])(C)C, predict the reaction product. The product is: [CH:7]1([O:12][C:13]2[C:18]([O:19][CH:20]([F:21])[F:22])=[CH:17][N:16]=[C:15]([C:23]([OH:30])=[O:24])[CH:14]=2)[CH2:8][CH2:9][CH2:10][CH2:11]1. (3) Given the reactants C[C:2]1[CH:10]=[C:9]([CH2:11][O:12][C:13]2[CH:18]=[CH:17][CH:16]=[CH:15][CH:14]=2)[CH:8]=[CH:7][C:3]=1[C:4]([OH:6])=O.ON1C2C=CC=CC=2N=N1.Cl.C(N=C=NCCCN(C)C)C.C(N(CC)CC)C.[NH2:48][CH2:49][C:50]1[C:51]([OH:58])=[N:52][C:53]([CH3:57])=[CH:54][C:55]=1[CH3:56], predict the reaction product. The product is: [OH:58][C:51]1[C:50]([CH2:49][NH:48][C:4](=[O:6])[C:3]2[CH:2]=[CH:10][C:9]([CH2:11][O:12][C:13]3[CH:14]=[CH:15][CH:16]=[CH:17][CH:18]=3)=[CH:8][CH:7]=2)=[C:55]([CH3:56])[CH:54]=[C:53]([CH3:57])[N:52]=1. (4) Given the reactants [C:1]1([CH2:7][CH2:8][C:9]([N:11]2[CH2:16][CH2:15][CH:14]([CH2:17][N:18]3[C:27]4[C:22](=[CH:23][C:24]([C:28]5[CH:29]=[N:30][N:31](C6CCCCO6)[CH:32]=5)=[CH:25][CH:26]=4)[CH2:21][CH2:20][CH2:19]3)[CH2:13][CH2:12]2)=[O:10])[CH:6]=[CH:5][CH:4]=[CH:3][CH:2]=1.CC1C=CC(S(O)(=O)=O)=CC=1.CO.ClCCl, predict the reaction product. The product is: [NH:30]1[CH:29]=[C:28]([C:24]2[CH:23]=[C:22]3[C:27](=[CH:26][CH:25]=2)[N:18]([CH2:17][CH:14]2[CH2:13][CH2:12][N:11]([C:9](=[O:10])[CH2:8][CH2:7][C:1]4[CH:2]=[CH:3][CH:4]=[CH:5][CH:6]=4)[CH2:16][CH2:15]2)[CH2:19][CH2:20][CH2:21]3)[CH:32]=[N:31]1.